Task: Regression/Classification. Given a drug SMILES string, predict its toxicity properties. Task type varies by dataset: regression for continuous values (e.g., LD50, hERG inhibition percentage) or binary classification for toxic/non-toxic outcomes (e.g., AMES mutagenicity, cardiotoxicity, hepatotoxicity). Dataset: ld50_zhu.. Dataset: Acute oral toxicity (LD50) regression data from Zhu et al. (1) The drug is CC(NCCCCc1ccccc1)C(O)c1ccc2c(c1)CCS2. The rat oral LD50 is 2.78, given as -log10 of the dose in mol/kg body weight (higher means more acutely toxic). (2) The rat oral LD50 is 2.43, given as -log10 of the dose in mol/kg body weight (higher means more acutely toxic). The molecule is Nc1ccc(F)cc1. (3) The compound is COc1ccc(-c2cc(C)[nH]c2-c2ccc(OC)cc2)cc1. The rat oral LD50 is 2.21, given as -log10 of the dose in mol/kg body weight (higher means more acutely toxic). (4) The molecule is O=C(O)CCCCCCCCC(=O)O. The rat oral LD50 is 1.77, given as -log10 of the dose in mol/kg body weight (higher means more acutely toxic).